Dataset: Peptide-MHC class II binding affinity with 134,281 pairs from IEDB. Task: Regression. Given a peptide amino acid sequence and an MHC pseudo amino acid sequence, predict their binding affinity value. This is MHC class II binding data. (1) The binding affinity (normalized) is 0.0265. The MHC is DRB1_0404 with pseudo-sequence DRB1_0404. The peptide sequence is VAVSEGKPTEKHIQI. (2) The peptide sequence is LVLDFCDDALIEGIT. The MHC is DRB5_0101 with pseudo-sequence DRB5_0101. The binding affinity (normalized) is 0.0532. (3) The peptide sequence is MLLRKYGIAAENVID. The MHC is HLA-DPA10201-DPB10501 with pseudo-sequence HLA-DPA10201-DPB10501. The binding affinity (normalized) is 0.288. (4) The MHC is HLA-DQA10201-DQB10301 with pseudo-sequence HLA-DQA10201-DQB10301. The binding affinity (normalized) is 0.666. The peptide sequence is MQVKVSKGAPCRIPV. (5) The peptide sequence is SQDLELSWNLTGLQAY. The MHC is DRB1_0401 with pseudo-sequence DRB1_0401. The binding affinity (normalized) is 0.761. (6) The peptide sequence is PQVKYAVFEAALTKA. The MHC is DRB1_1101 with pseudo-sequence DRB1_1101. The binding affinity (normalized) is 0.507. (7) The peptide sequence is YLEDARRLKAIYEKKK. The MHC is HLA-DQA10401-DQB10402 with pseudo-sequence HLA-DQA10401-DQB10402. The binding affinity (normalized) is 0.0529. (8) The peptide sequence is QRMFTREELIHFPEF. The MHC is HLA-DQA10501-DQB10303 with pseudo-sequence HLA-DQA10501-DQB10303. The binding affinity (normalized) is 0.292. (9) The peptide sequence is IGGPVSSHNHIPGYK. The MHC is HLA-DQA10201-DQB10303 with pseudo-sequence HLA-DQA10201-DQB10303. The binding affinity (normalized) is 0.488.